This data is from Full USPTO retrosynthesis dataset with 1.9M reactions from patents (1976-2016). The task is: Predict the reactants needed to synthesize the given product. (1) Given the product [Cl:1][C:2]1[CH:3]=[C:4]([CH:9]([CH:10]([OH:11])[C:12]2[CH:13]=[CH:14][CH:15]=[CH:16][CH:17]=2)[CH2:18][NH:19][C:28](=[O:32])[O:29][CH2:30][CH3:31])[CH:5]=[CH:6][C:7]=1[Cl:8], predict the reactants needed to synthesize it. The reactants are: [Cl:1][C:2]1[CH:3]=[C:4]([CH:9]([CH2:18][NH:19]C)[CH:10]([C:12]2[CH:17]=[CH:16][CH:15]=[CH:14][CH:13]=2)[OH:11])[CH:5]=[CH:6][C:7]=1[Cl:8].C(N(CC)CC)C.[C:28](Cl)(=[O:32])[O:29][CH2:30][CH3:31]. (2) The reactants are: [F:1][C:2]([F:7])([F:6])[C:3]([OH:5])=[O:4].[NH:8]1[CH2:11][CH:10]([N:12]2[CH:16]=[CH:15][C:14]([C:17]3[N:29]([CH2:30][C:31]4[CH:36]=[CH:35][CH:34]=[C:33]([Cl:37])[CH:32]=4)[C:20]4[CH:21]=[CH:22][C:23]5[N:24]([C:25]([CH3:28])=[N:26][N:27]=5)[C:19]=4[CH:18]=3)=[N:13]2)[CH2:9]1.C=O.[BH-](OC(C)=O)(OC(C)=O)O[C:42](C)=O.[Na+].C1COCC1. Given the product [F:1][C:2]([F:7])([F:6])[C:3]([OH:5])=[O:4].[F:1][C:2]([F:7])([F:6])[C:3]([OH:5])=[O:4].[Cl:37][C:33]1[CH:32]=[C:31]([CH:36]=[CH:35][CH:34]=1)[CH2:30][N:29]1[C:20]2[CH:21]=[CH:22][C:23]3[N:24]([C:25]([CH3:28])=[N:26][N:27]=3)[C:19]=2[CH:18]=[C:17]1[C:14]1[CH:15]=[CH:16][N:12]([CH:10]2[CH2:9][N:8]([CH3:42])[CH2:11]2)[N:13]=1, predict the reactants needed to synthesize it. (3) Given the product [N:29]1[CH:30]=[CH:31][CH:32]=[CH:33][C:28]=1[O:1][C:2]1[CH:7]=[CH:6][N:5]2[N:8]=[C:9]([C:21]3[CH:22]=[CH:23][CH:24]=[CH:25][CH:26]=3)[C:10]([C:11]3[CH:12]=[CH:13][C:14](=[O:20])[N:15]([CH:17]([CH3:19])[CH3:18])[N:16]=3)=[C:4]2[CH:3]=1, predict the reactants needed to synthesize it. The reactants are: [OH:1][C:2]1[CH:7]=[CH:6][N:5]2[N:8]=[C:9]([C:21]3[CH:26]=[CH:25][CH:24]=[CH:23][CH:22]=3)[C:10]([C:11]3[CH:12]=[CH:13][C:14](=[O:20])[N:15]([CH:17]([CH3:19])[CH3:18])[N:16]=3)=[C:4]2[CH:3]=1.Br[C:28]1[CH:33]=[CH:32][CH:31]=[CH:30][N:29]=1.C([O-])([O-])=O.[K+].[K+].O. (4) Given the product [Cl:1][C:2]1[CH:3]=[C:4]([CH:20]=[CH:21][CH:22]=1)[CH2:5][NH:6][C:7]([C:8]1[CH:13]=[CH:12][C:11]2[C:10]([CH:9]=1)=[N:16][N:31]([CH2:30][CH:29]([C:24]1[CH:25]=[CH:26][CH:27]=[CH:28][N:23]=1)[CH2:32][CH:33]1[CH2:38][CH2:37][CH2:36][CH2:35][O:34]1)[CH:14]=2)=[O:19], predict the reactants needed to synthesize it. The reactants are: [Cl:1][C:2]1[CH:3]=[C:4]([CH:20]=[CH:21][CH:22]=1)[CH2:5][NH:6][C:7](=[O:19])[C:8]1[CH:13]=[CH:12][C:11]([CH:14]=O)=[C:10]([N+:16]([O-])=O)[CH:9]=1.[N:23]1[CH:28]=[CH:27][CH:26]=[CH:25][C:24]=1[CH:29]([CH2:32][CH:33]1[CH2:38][CH2:37][CH2:36][CH2:35][O:34]1)[CH2:30][NH2:31].N1C2C(=CC=CC=2)C=N1. (5) Given the product [OH:19][C:17]1[CH:16]=[C:7]([CH:6]=[C:5]([O:4][CH:2]([CH3:3])[CH3:1])[CH:18]=1)[C:8]([NH:10][C:11]1[S:12][CH:13]=[CH:14][N:15]=1)=[O:9], predict the reactants needed to synthesize it. The reactants are: [CH3:1][CH:2]([O:4][C:5]1[CH:6]=[C:7]([CH:16]=[C:17]([O:19]CC2C=CC=CC=2)[CH:18]=1)[C:8]([NH:10][C:11]1[S:12][CH:13]=[CH:14][N:15]=1)=[O:9])[CH3:3].C1(SC)C=CC=CC=1. (6) The reactants are: [OH:1][C@@:2]1([C:9]#[C:10][C:11]2[CH:12]=[C:13]([C:17]3[N:22]=[C:21]([C:23]([O:25]CC)=O)[CH:20]=[C:19]([C:28]4[N:32]([CH3:33])[N:31]=[CH:30][CH:29]=4)[CH:18]=3)[CH:14]=[CH:15][CH:16]=2)[CH2:6][CH2:5][N:4]([CH3:7])[C:3]1=[O:8].[NH3:34]. Given the product [OH:1][C@@:2]1([C:9]#[C:10][C:11]2[CH:12]=[C:13]([C:17]3[N:22]=[C:21]([C:23]([NH2:34])=[O:25])[CH:20]=[C:19]([C:28]4[N:32]([CH3:33])[N:31]=[CH:30][CH:29]=4)[CH:18]=3)[CH:14]=[CH:15][CH:16]=2)[CH2:6][CH2:5][N:4]([CH3:7])[C:3]1=[O:8], predict the reactants needed to synthesize it. (7) Given the product [CH2:8]([N:10]1[C:16](=[O:17])[C:15]([CH3:19])([CH3:18])[C:14](=[O:20])[N:13]([CH3:21])[C:12]2[CH:22]=[C:23]([OH:26])[CH:24]=[CH:25][C:11]1=2)[CH3:9], predict the reactants needed to synthesize it. The reactants are: B(Br)(Br)Br.ClCCl.[CH2:8]([N:10]1[C:16](=[O:17])[C:15]([CH3:19])([CH3:18])[C:14](=[O:20])[N:13]([CH3:21])[C:12]2[CH:22]=[C:23]([O:26]C)[CH:24]=[CH:25][C:11]1=2)[CH3:9].O.